This data is from Catalyst prediction with 721,799 reactions and 888 catalyst types from USPTO. The task is: Predict which catalyst facilitates the given reaction. (1) Reactant: [Cl:1][CH2:2][CH2:3][N:4]([P:8]([N:29]([CH2:33][CH2:34][Cl:35])[CH2:30][CH2:31][Cl:32])([O:10][CH2:11][CH2:12][S:13]([CH2:16][C@@H:17]([C:26]([OH:28])=[O:27])[NH:18]C(OC(C)(C)C)=O)(=[O:15])=[O:14])=[O:9])[CH2:5][CH2:6][Cl:7].Cl.C(OCC)C. Product: [Cl:32][CH2:31][CH2:30][N:29]([P:8]([N:4]([CH2:3][CH2:2][Cl:1])[CH2:5][CH2:6][Cl:7])([O:10][CH2:11][CH2:12][S:13]([CH2:16][C@@H:17]([C:26]([OH:28])=[O:27])[NH2:18])(=[O:14])=[O:15])=[O:9])[CH2:33][CH2:34][Cl:35]. The catalyst class is: 13. (2) The catalyst class is: 377. Reactant: [N:1]1[CH:6]=[CH:5][CH:4]=[C:3]([C:7]2[C:8](=[O:14])[NH:9][C:10](=[O:13])[NH:11][CH:12]=2)[CH:2]=1.[CH2:15]([N:21]=[C:22]=[O:23])[CH2:16][CH2:17][CH2:18][CH2:19][CH3:20]. Product: [CH2:15]([NH:21][C:22]([N:11]1[CH:12]=[C:7]([C:3]2[CH:2]=[N:1][CH:6]=[CH:5][CH:4]=2)[C:8](=[O:14])[NH:9][C:10]1=[O:13])=[O:23])[CH2:16][CH2:17][CH2:18][CH2:19][CH3:20]. (3) Reactant: CC1[O:3][C@H:4]([C:10]([O:12][CH3:13])=[O:11])[C@H:5]([CH2:7][CH2:8][CH3:9])[N:6]=1.[ClH:14]. Product: [ClH:14].[NH2:6][C@@H:5]([CH2:7][CH2:8][CH3:9])[C@H:4]([OH:3])[C:10]([O:12][CH3:13])=[O:11]. The catalyst class is: 5. (4) Reactant: [C:1]1([C:7]2[CH:12]=[CH:11][N:10]=[C:9]([C:13](=[N:15][OH:16])[NH2:14])[CH:8]=2)[CH:6]=[CH:5][CH:4]=[CH:3][CH:2]=1.[C:17](N1C=CN=C1)(N1C=CN=C1)=[O:18].N12CCCN=C1CCCCC2.Cl. Product: [C:1]1([C:7]2[CH:12]=[CH:11][N:10]=[C:9]([C:13]3[NH:15][O:16][C:17](=[O:18])[N:14]=3)[CH:8]=2)[CH:2]=[CH:3][CH:4]=[CH:5][CH:6]=1. The catalyst class is: 132. (5) Reactant: [CH:1]1([NH:6][C:7]([C:9]2[CH:10]=[C:11]([C@@H:17]3[CH2:19][C@H:18]3[NH:20]C(=O)OC(C)(C)C)[CH:12]=[CH:13][C:14]=2[O:15][CH3:16])=[O:8])[CH2:5][CH2:4][CH2:3][CH2:2]1.[ClH:28].C(OCC)(=O)C. Product: [ClH:28].[NH2:20][C@@H:18]1[CH2:19][C@H:17]1[C:11]1[CH:12]=[CH:13][C:14]([O:15][CH3:16])=[C:9]([CH:10]=1)[C:7]([NH:6][CH:1]1[CH2:5][CH2:4][CH2:3][CH2:2]1)=[O:8]. The catalyst class is: 92. (6) Reactant: [N+:1]([C:4]1[CH:12]=[CH:11][CH:10]=[C:9]2[C:5]=1[CH2:6][CH2:7][CH2:8]2)([O-])=O.C(OCC)(=O)C. Product: [NH2:1][C:4]1[CH:12]=[CH:11][CH:10]=[C:9]2[C:5]=1[CH2:6][CH2:7][CH2:8]2. The catalyst class is: 29.